This data is from Forward reaction prediction with 1.9M reactions from USPTO patents (1976-2016). The task is: Predict the product of the given reaction. (1) Given the reactants [Br:1][C:2]1[CH:7]=[CH:6][C:5]([C:8]([CH3:12])([CH3:11])[CH2:9][OH:10])=[CH:4][CH:3]=1.I[CH3:14].[H-].[Na+], predict the reaction product. The product is: [Br:1][C:2]1[CH:3]=[CH:4][C:5]([C:8]([CH3:12])([CH3:11])[CH2:9][O:10][CH3:14])=[CH:6][CH:7]=1. (2) Given the reactants C(S(N[C@@H](C([NH:19][C@H:20]([C:25]([NH:27]CC1C=CC(C#N)=CC=1)=[O:26])[CH2:21][CH2:22][S:23][CH3:24])=O)[C@@H](CC)C)(=O)=O)C1C=CC=CC=1.Cl.ON, predict the reaction product. The product is: [NH2:19][C@H:20]([C:25]([NH2:27])=[O:26])[CH2:21][CH2:22][S:23][CH3:24]. (3) Given the reactants [Br:1][C:2]1[CH:24]=[CH:23][C:5]([C@H:6](/[CH:20]=[CH:21]/[CH3:22])[C@@H:7]([C:16]([O:18]C)=[O:17])[NH:8][C:9]([O:11][C:12]([CH3:15])([CH3:14])[CH3:13])=[O:10])=[CH:4][CH:3]=1.CO.[OH-].[Na+], predict the reaction product. The product is: [Br:1][C:2]1[CH:24]=[CH:23][C:5]([C@H:6](/[CH:20]=[CH:21]/[CH3:22])[C@@H:7]([C:16]([OH:18])=[O:17])[NH:8][C:9]([O:11][C:12]([CH3:14])([CH3:15])[CH3:13])=[O:10])=[CH:4][CH:3]=1. (4) Given the reactants [C:1]([Si:5]([CH3:8])([CH3:7])Cl)([CH3:4])([CH3:3])[CH3:2].C(N(C(C)C)CC)(C)C.[Br:18][C:19]1[CH:24]=[CH:23][C:22]([S:25]([CH2:28][CH2:29][CH2:30][OH:31])(=[O:27])=[O:26])=[CH:21][CH:20]=1.O, predict the reaction product. The product is: [Br:18][C:19]1[CH:20]=[CH:21][C:22]([S:25]([CH2:28][CH2:29][CH2:30][O:31][Si:5]([C:1]([CH3:4])([CH3:3])[CH3:2])([CH3:8])[CH3:7])(=[O:26])=[O:27])=[CH:23][CH:24]=1. (5) Given the reactants C1C=C(Cl)C=C(C(OO)=[O:9])C=1.[CH2:12]([O:14][C:15](=[O:38])[O:16][C:17]1[CH:18]([CH2:31][CH:32]2[CH2:37][CH2:36][S:35][CH2:34][CH2:33]2)[NH:19][C:20](=[O:30])[C:21]=1[C:22]1[CH:27]=[C:26]([CH3:28])[CH:25]=[CH:24][C:23]=1[CH3:29])[CH3:13], predict the reaction product. The product is: [CH2:12]([O:14][C:15](=[O:38])[O:16][C:17]1[CH:18]([CH2:31][CH:32]2[CH2:37][CH2:36][S:35](=[O:9])[CH2:34][CH2:33]2)[NH:19][C:20](=[O:30])[C:21]=1[C:22]1[CH:27]=[C:26]([CH3:28])[CH:25]=[CH:24][C:23]=1[CH3:29])[CH3:13]. (6) Given the reactants [CH3:1][CH:2]([OH:6])[CH:3]=[CH:4][CH3:5].[C:7](N1C=CN=C1)(N1C=CN=C1)=[O:8].[C:19]1([C:25]2[NH:34][C:28]3=[N:29][CH:30]=[C:31]([NH2:33])[CH:32]=[C:27]3[N:26]=2)[CH:24]=[CH:23][CH:22]=[CH:21][CH:20]=1.O, predict the reaction product. The product is: [CH3:1][CH:2]([O:6][C:7](=[O:8])[NH:33][C:31]1[CH:32]=[C:27]2[N:26]=[C:25]([C:19]3[CH:20]=[CH:21][CH:22]=[CH:23][CH:24]=3)[NH:34][C:28]2=[N:29][CH:30]=1)/[CH:3]=[CH:4]/[CH3:5].